The task is: Predict the reactants needed to synthesize the given product.. This data is from Full USPTO retrosynthesis dataset with 1.9M reactions from patents (1976-2016). (1) Given the product [Cl:8][C:6]1[N:5]=[C:4]([C:9]2[CH:14]=[CH:13][CH:12]=[C:11]([O:15][CH3:16])[CH:10]=2)[N:3]=[C:2]([NH:28][C:27]2[CH:29]=[CH:30][CH:31]=[C:25]([N+:22]([O-:24])=[O:23])[CH:26]=2)[N:7]=1, predict the reactants needed to synthesize it. The reactants are: Cl[C:2]1[N:7]=[C:6]([Cl:8])[N:5]=[C:4]([C:9]2[CH:14]=[CH:13][CH:12]=[C:11]([O:15][CH3:16])[CH:10]=2)[N:3]=1.C([O-])(O)=O.[Na+].[N+:22]([C:25]1[CH:26]=[C:27]([CH:29]=[CH:30][CH:31]=1)[NH2:28])([O-:24])=[O:23]. (2) Given the product [Cl:23][C:19]1[CH:18]=[C:17](/[CH:16]=[CH:15]/[C:14]([N:9]2[CH2:10][CH2:11][C:12](=[O:13])[N:6]([CH2:5][CH2:4][OH:3])[CH2:7][CH2:8]2)=[O:24])[CH:22]=[CH:21][CH:20]=1, predict the reactants needed to synthesize it. The reactants are: C([O:3][C:4](=O)[CH2:5][N:6]1[C:12](=[O:13])[CH2:11][CH2:10][N:9]([C:14](=[O:24])/[CH:15]=[CH:16]/[C:17]2[CH:22]=[CH:21][CH:20]=[C:19]([Cl:23])[CH:18]=2)[CH2:8][CH2:7]1)C.[BH4-].[Na+].OS([O-])(=O)=O.[K+]. (3) Given the product [Cl:1][C:2]1[N:7]2[N:10]=[C:9]([C:12]3[O:13][CH:14]=[CH:15][C:16]=3[CH3:17])[CH:8]=[C:6]2[CH:5]=[CH:4][CH:3]=1, predict the reactants needed to synthesize it. The reactants are: [Cl:1][C:2]1[N:7]=[C:6]([CH2:8][C:9]([C:12]2[O:13][CH:14]=[CH:15][C:16]=2[CH3:17])=[N:10]O)[CH:5]=[CH:4][CH:3]=1.FC(F)(F)C(OC(=O)C(F)(F)F)=O.C(N(CC)CC)C.